This data is from Catalyst prediction with 721,799 reactions and 888 catalyst types from USPTO. The task is: Predict which catalyst facilitates the given reaction. (1) Reactant: [C:1]1([CH3:11])[CH:6]=[CH:5][C:4](S(O)(=O)=O)=[CH:3][CH:2]=1.[CH3:12][O:13][C:14]1[CH:15]=[C:16]2[C:20](=[CH:21][C:22]=1[O:23][CH3:24])[C:19](=[O:25])[CH:18]([CH2:26][CH:27]1[CH2:32][CH2:31][NH:30][CH2:29][CH2:28]1)[CH2:17]2.C([O-])(=O)C.[Na+].C(=O)C1C=CC=CC=1. Product: [CH3:12][O:13][C:14]1[CH:15]=[C:16]2[CH2:17][CH:18]([CH2:26][CH:27]3[CH2:32][CH2:31][N:30]([CH2:11][C:1]4[CH:2]=[CH:3][CH:4]=[CH:5][CH:6]=4)[CH2:29][CH2:28]3)[C:19](=[O:25])[C:20]2=[CH:21][C:22]=1[O:23][CH3:24]. The catalyst class is: 43. (2) Reactant: Br[CH2:2][C:3]1[C:8]([CH2:9][CH3:10])=[CH:7][N:6]=[CH:5][C:4]=1[CH2:11][CH3:12].[CH3:13][C:14]1[N:19]=[C:18]([SH:20])[N:17]=[C:16]([OH:21])[CH:15]=1.C(N(CC)CC)C.CCOCC. Product: [CH2:11]([C:4]1[CH:5]=[N:6][CH:7]=[C:8]([CH2:9][CH3:10])[C:3]=1[CH2:2][S:20][C:18]1[N:17]=[C:16]([OH:21])[CH:15]=[C:14]([CH3:13])[N:19]=1)[CH3:12]. The catalyst class is: 8. (3) Product: [NH3:6].[CH2:1]([C@H:3]1[CH2:7][NH:6][CH2:5][C@H:4]1[OH:18])[CH3:2]. The catalyst class is: 19. Reactant: [CH2:1]([C@H:3]1[CH2:7][N:6](C(OCC2C=CC=CC=2)=O)[CH2:5][C@H:4]1[OH:18])[CH3:2]. (4) Reactant: [F:1][C:2]1[CH:7]=[CH:6][C:5]([O:8][C:9]2[CH:14]=[CH:13][C:12]([N+:15]([O-])=O)=[CH:11][N:10]=2)=[CH:4][C:3]=1[NH:18][C:19](=[O:25])[O:20][C:21]([CH3:24])([CH3:23])[CH3:22].O1CCCC1. Product: [NH2:15][C:12]1[CH:13]=[CH:14][C:9]([O:8][C:5]2[CH:6]=[CH:7][C:2]([F:1])=[C:3]([NH:18][C:19](=[O:25])[O:20][C:21]([CH3:22])([CH3:23])[CH3:24])[CH:4]=2)=[N:10][CH:11]=1. The catalyst class is: 129. (5) Reactant: O[CH:2]([C:4]1[N:13]=[C:12]2[C:7]([CH:8]=[C:9]([C:18]([O:20][CH2:21][CH3:22])=[O:19])[C:10]([C:14]([F:17])([F:16])[F:15])=[N:11]2)=[CH:6][CH:5]=1)[CH3:3].C(N(S(F)(F)[F:29])CC)C. Product: [F:29][CH:2]([C:4]1[N:13]=[C:12]2[C:7]([CH:8]=[C:9]([C:18]([O:20][CH2:21][CH3:22])=[O:19])[C:10]([C:14]([F:17])([F:16])[F:15])=[N:11]2)=[CH:6][CH:5]=1)[CH3:3]. The catalyst class is: 4. (6) Reactant: [C:1]1([C:27]2[CH:32]=[CH:31][CH:30]=[CH:29][CH:28]=2)[CH:6]=[CH:5][CH:4]=[CH:3][C:2]=1[NH:7][C:8]1[C:13]2[O:14][C:15]3[C:20]([CH:21]4[CH2:26][CH2:25][CH2:24][CH2:23][CH2:22]4)=[CH:19][CH:18]=[CH:17][C:16]=3[C:12]=2[CH:11]=[CH:10][CH:9]=1.I[C:34]1[CH:39]=[CH:38][C:37]([O:40][CH3:41])=[CH:36][CH:35]=1.C(=O)([O-])[O-].[K+].[K+].C1OCCOCCOCCOCCOCCOC1. Product: [C:1]1([C:27]2[CH:28]=[CH:29][CH:30]=[CH:31][CH:32]=2)[CH:6]=[CH:5][CH:4]=[CH:3][C:2]=1[N:7]([C:34]1[CH:39]=[CH:38][C:37]([O:40][CH3:41])=[CH:36][CH:35]=1)[C:8]1[C:13]2[O:14][C:15]3[C:20]([CH:21]4[CH2:22][CH2:23][CH2:24][CH2:25][CH2:26]4)=[CH:19][CH:18]=[CH:17][C:16]=3[C:12]=2[CH:11]=[CH:10][CH:9]=1. The catalyst class is: 536. (7) Reactant: [CH3:1][N:2]1[CH2:7][CH2:6][N:5]([C:8]([O:10][CH:11]2[N:20]([C:21]3[CH:22]=[CH:23][C:24]([Cl:27])=[CH:25][N:26]=3)[C:18](=[O:19])[C:13]3[N:14]=[CH:15][CH:16]=[N:17][C:12]2=3)=[O:9])[CH2:4][CH2:3]1. The catalyst class is: 6. Product: [CH3:1][N:2]1[CH2:7][CH2:6][N:5]([C:8]([O:10][C@@H:11]2[N:20]([C:21]3[CH:22]=[CH:23][C:24]([Cl:27])=[CH:25][N:26]=3)[C:18](=[O:19])[C:13]3[N:14]=[CH:15][CH:16]=[N:17][C:12]2=3)=[O:9])[CH2:4][CH2:3]1.